This data is from NCI-60 drug combinations with 297,098 pairs across 59 cell lines. The task is: Regression. Given two drug SMILES strings and cell line genomic features, predict the synergy score measuring deviation from expected non-interaction effect. (1) Drug 1: C1CCN(CC1)CCOC2=CC=C(C=C2)C(=O)C3=C(SC4=C3C=CC(=C4)O)C5=CC=C(C=C5)O. Drug 2: C1=NC2=C(N=C(N=C2N1C3C(C(C(O3)CO)O)F)Cl)N. Cell line: UACC62. Synergy scores: CSS=29.8, Synergy_ZIP=2.49, Synergy_Bliss=4.62, Synergy_Loewe=-11.5, Synergy_HSA=2.22. (2) Synergy scores: CSS=8.66, Synergy_ZIP=4.29, Synergy_Bliss=9.13, Synergy_Loewe=5.55, Synergy_HSA=6.00. Drug 1: C1CCC(C1)C(CC#N)N2C=C(C=N2)C3=C4C=CNC4=NC=N3. Cell line: BT-549. Drug 2: N.N.Cl[Pt+2]Cl. (3) Drug 1: CN1C(=O)N2C=NC(=C2N=N1)C(=O)N. Drug 2: C1=NC2=C(N1)C(=S)N=CN2. Cell line: SF-295. Synergy scores: CSS=42.2, Synergy_ZIP=2.16, Synergy_Bliss=0.0584, Synergy_Loewe=-15.1, Synergy_HSA=2.35. (4) Drug 1: C1CN1P(=S)(N2CC2)N3CC3. Drug 2: COC1=C2C(=CC3=C1OC=C3)C=CC(=O)O2. Cell line: CAKI-1. Synergy scores: CSS=20.9, Synergy_ZIP=-7.06, Synergy_Bliss=-2.55, Synergy_Loewe=-9.76, Synergy_HSA=-2.18. (5) Drug 1: CS(=O)(=O)C1=CC(=C(C=C1)C(=O)NC2=CC(=C(C=C2)Cl)C3=CC=CC=N3)Cl. Drug 2: COCCOC1=C(C=C2C(=C1)C(=NC=N2)NC3=CC=CC(=C3)C#C)OCCOC.Cl. Cell line: HOP-92. Synergy scores: CSS=15.0, Synergy_ZIP=-1.05, Synergy_Bliss=5.18, Synergy_Loewe=5.21, Synergy_HSA=5.44. (6) Drug 1: CC12CCC3C(C1CCC2O)C(CC4=C3C=CC(=C4)O)CCCCCCCCCS(=O)CCCC(C(F)(F)F)(F)F. Drug 2: CCC1(C2=C(COC1=O)C(=O)N3CC4=CC5=C(C=CC(=C5CN(C)C)O)N=C4C3=C2)O.Cl. Cell line: OVCAR-5. Synergy scores: CSS=10.1, Synergy_ZIP=-5.92, Synergy_Bliss=0.712, Synergy_Loewe=-26.3, Synergy_HSA=-0.988.